This data is from Catalyst prediction with 721,799 reactions and 888 catalyst types from USPTO. The task is: Predict which catalyst facilitates the given reaction. (1) Reactant: [CH3:1][O:2][C:3]1[CH:4]=[C:5]2[C:10](=[CH:11][C:12]=1[O:13][CH3:14])[C:9]1=[C:15]([C:28]([O:30][CH2:31][CH3:32])=[O:29])[C:16]([C:19]3[CH:24]=[CH:23][CH:22]=[C:21]([N+:25]([O-])=O)[CH:20]=3)=[C:17]([CH3:18])[N:8]1[CH2:7][CH2:6]2. Product: [NH2:25][C:21]1[CH:20]=[C:19]([C:16]2[C:15]([C:28]([O:30][CH2:31][CH3:32])=[O:29])=[C:9]3[C:10]4[C:5](=[CH:4][C:3]([O:2][CH3:1])=[C:12]([O:13][CH3:14])[CH:11]=4)[CH2:6][CH2:7][N:8]3[C:17]=2[CH3:18])[CH:24]=[CH:23][CH:22]=1. The catalyst class is: 19. (2) Reactant: C(O[BH-](OC(=O)C)OC(=O)C)(=O)C.[Na+].[CH3:15][NH2:16].C(O)C.[Cl:20][C:21]1[CH:22]=[CH:23][C:24]([O:44][CH2:45][CH:46]([CH3:48])[CH3:47])=[C:25]([CH2:27][C:28]2[O:32][C:31]([C:33]3[NH:37][C:36]4[CH:38]=[CH:39][C:40]([CH:42]=O)=[CH:41][C:35]=4[N:34]=3)=[CH:30][CH:29]=2)[CH:26]=1.[BH4-].[Na+]. Product: [ClH:20].[ClH:20].[Cl:20][C:21]1[CH:22]=[CH:23][C:24]([O:44][CH2:45][CH:46]([CH3:48])[CH3:47])=[C:25]([CH2:27][C:28]2[O:32][C:31]([C:33]3[NH:37][C:36]4[CH:38]=[CH:39][C:40]([CH2:42][NH:16][CH3:15])=[CH:41][C:35]=4[N:34]=3)=[CH:30][CH:29]=2)[CH:26]=1. The catalyst class is: 355. (3) Reactant: C(=O)CC.[NH2:5][C:6]1[CH:15]=[CH:14][C:9]([C:10]([NH:12][CH3:13])=[O:11])=CC=1.P(O)(O[C:19]1[CH:24]=[CH:23]C=[CH:21][CH:20]=1)(O[C:19]1[CH:24]=[CH:23]C=[CH:21][CH:20]=1)=O.[CH:33](/[NH:36][C:37](=[O:46])[O:38][CH2:39][C:40]1[CH:45]=[CH:44][CH:43]=[CH:42][CH:41]=1)=[CH:34]\[CH3:35]. Product: [CH2:20]([C@H:19]1[C@H:24]([CH3:23])[C@@H:33]([NH:36][C:37](=[O:46])[O:38][CH2:39][C:40]2[CH:41]=[CH:42][CH:43]=[CH:44][CH:45]=2)[C:34]2[C:6](=[CH:15][CH:14]=[C:9]([C:10](=[O:11])[NH:12][CH3:13])[CH:35]=2)[NH:5]1)[CH3:21]. The catalyst class is: 2. (4) Reactant: [N:1]([CH2:4][C:5]1[CH:10]=[CH:9][C:8]([C:11]2[CH:12]=[CH:13][C:14](=[O:32])[N:15]([CH2:17][CH2:18][O:19][C:20]3[C:29]4[C:24](=[CH:25][C:26]([O:30][CH3:31])=[CH:27][CH:28]=4)[N:23]=[CH:22][CH:21]=3)[N:16]=2)=[CH:7][C:6]=1[Cl:33])=[N+]=[N-].O.O.O.O.O.O.O.O.O.O.[S-2].[Na+].[Na+]. Product: [NH2:1][CH2:4][C:5]1[CH:10]=[CH:9][C:8]([C:11]2[CH:12]=[CH:13][C:14](=[O:32])[N:15]([CH2:17][CH2:18][O:19][C:20]3[C:29]4[C:24](=[CH:25][C:26]([O:30][CH3:31])=[CH:27][CH:28]=4)[N:23]=[CH:22][CH:21]=3)[N:16]=2)=[CH:7][C:6]=1[Cl:33]. The catalyst class is: 36.